This data is from Full USPTO retrosynthesis dataset with 1.9M reactions from patents (1976-2016). The task is: Predict the reactants needed to synthesize the given product. (1) The reactants are: [C:1]([O:5][C:6]([NH:8][C@@H:9]([CH2:14][CH:15]([CH3:17])[CH3:16])[C:10](=[O:13])[CH2:11][Cl:12])=[O:7])([CH3:4])([CH3:3])[CH3:2].C(O)=O.C(N(CC)CC)C. Given the product [C:1]([O:5][C:6]([NH:8][C@@H:9]([CH2:14][CH:15]([CH3:17])[CH3:16])[C@H:10]([OH:13])[CH2:11][Cl:12])=[O:7])([CH3:4])([CH3:3])[CH3:2], predict the reactants needed to synthesize it. (2) Given the product [S:28]1[CH:29]=[CH:30][CH:31]=[C:27]1[S:24]([N:22]1[CH2:21][CH2:20][N:19]([C:32]2[N:33]=[CH:34][C:35]([C:38]([OH:44])([CH3:43])[C:39]([F:41])([F:40])[F:42])=[CH:36][N:37]=2)[C@@H:18]([CH2:17][N:16]2[CH:10]3[CH:9]([OH:8])[CH2:15][CH:14]2[CH2:13][O:12][CH2:11]3)[CH2:23]1)(=[O:25])=[O:26], predict the reactants needed to synthesize it. The reactants are: C([O:8][CH:9]1[CH2:15][CH:14]2[N:16]([CH2:17][C@H:18]3[CH2:23][N:22]([S:24]([C:27]4[S:28][CH:29]=[CH:30][CH:31]=4)(=[O:26])=[O:25])[CH2:21][CH2:20][N:19]3[C:32]3[N:37]=[CH:36][C:35]([C:38]([OH:44])([CH3:43])[C:39]([F:42])([F:41])[F:40])=[CH:34][N:33]=3)[CH:10]1[CH2:11][O:12][CH2:13]2)C1C=CC=CC=1.B(Cl)(Cl)Cl.